Dataset: Reaction yield outcomes from USPTO patents with 853,638 reactions. Task: Predict the reaction yield, written as a fraction of the theoretical maximum amount of product (1.0 means a 100% yield; for example, 0.34 means a 34% yield). (1) The reactants are [N:1]([CH2:4][C:5]1[CH:10]=[CH:9][C:8]([N+:11]([O-:13])=[O:12])=[C:7]([O:14][CH3:15])[CH:6]=1)=[N+]=[N-].C1(P(C2C=CC=CC=2)C2C=CC=CC=2)C=CC=CC=1.O.[CH3:36][C:37]([O:40][C:41](O[C:41]([O:40][C:37]([CH3:39])([CH3:38])[CH3:36])=[O:42])=[O:42])([CH3:39])[CH3:38]. The yield is 0.860. The catalyst is C1COCC1.C(O)C. The product is [C:37]([O:40][C:41](=[O:42])[NH:1][CH2:4][C:5]1[CH:10]=[CH:9][C:8]([N+:11]([O-:13])=[O:12])=[C:7]([O:14][CH3:15])[CH:6]=1)([CH3:39])([CH3:38])[CH3:36]. (2) The reactants are [Br:1][C:2]1[NH:6][CH:5]=[C:4]([CH:7]=[O:8])[CH:3]=1.CN(C1C=CC=CN=1)C.C(N(CC)CC)C.[C:25](O[C:25]([O:26][C:27]([CH3:30])([CH3:29])[CH3:28])=[O:31])(=[O:31])[O:26][C:27]([CH3:30])([CH3:29])[CH3:28]. The catalyst is C(OCC)C. The product is [Br:1][C:2]1[N:6]([C:25]([O:26][C:27]([CH3:30])([CH3:29])[CH3:28])=[O:31])[CH:5]=[C:4]([CH:7]=[O:8])[CH:3]=1. The yield is 0.990.